This data is from Catalyst prediction with 721,799 reactions and 888 catalyst types from USPTO. The task is: Predict which catalyst facilitates the given reaction. (1) Reactant: [C:1]([Cl:6])(=[O:5])[C:2](Cl)=[O:3].[F:7][C:8]1[CH:13]=[CH:12][CH:11]=[CH:10][C:9]=1[C:14]1[CH:18]=C(C(O)=O)O[N:15]=1. Product: [F:7][C:8]1[CH:13]=[CH:12][CH:11]=[CH:10][C:9]=1[C:14]1[CH:18]=[C:2]([C:1]([Cl:6])=[O:5])[O:3][N:15]=1. The catalyst class is: 1. (2) Reactant: [CH3:1][O:2][C:3]1[CH:8]=[CH:7][C:6]([CH:9]2[C:18]3[C:13](=[CH:14][C:15]([O:19][CH2:20][CH2:21][CH2:22][N:23]4[CH2:28][CH2:27][CH2:26][CH2:25][CH2:24]4)=[CH:16][CH:17]=3)[CH2:12][NH:11][CH2:10]2)=[CH:5][CH:4]=1.C([O-])([O-])=O.[K+].[K+].Br[CH2:36][CH2:37][CH2:38][OH:39]. Product: [CH3:1][O:2][C:3]1[CH:4]=[CH:5][C:6]([CH:9]2[C:18]3[C:13](=[CH:14][C:15]([O:19][CH2:20][CH2:21][CH2:22][N:23]4[CH2:28][CH2:27][CH2:26][CH2:25][CH2:24]4)=[CH:16][CH:17]=3)[CH2:12][N:11]([CH2:36][CH2:37][CH2:38][OH:39])[CH2:10]2)=[CH:7][CH:8]=1. The catalyst class is: 31. (3) Reactant: [F:1][C:2]1[CH:7]=[CH:6][C:5]([CH2:8][C:9]([N:11]2[CH2:16][CH2:15][CH2:14][CH2:13][CH2:12]2)=[O:10])=[CH:4][CH:3]=1.[Li+].C[Si]([N-][Si](C)(C)C)(C)C.[CH2:27]([O:34][CH2:35][CH:36]=[C:37]([C:42]([O:44][CH3:45])=[O:43])[C:38]([O:40][CH3:41])=[O:39])[C:28]1[CH:33]=[CH:32][CH:31]=[CH:30][CH:29]=1. Product: [CH2:27]([O:34][CH2:35][CH:36]([CH:37]([C:38]([O:40][CH3:41])=[O:39])[C:42]([O:44][CH3:45])=[O:43])[CH:8]([C:5]1[CH:6]=[CH:7][C:2]([F:1])=[CH:3][CH:4]=1)[C:9](=[O:10])[N:11]1[CH2:12][CH2:13][CH2:14][CH2:15][CH2:16]1)[C:28]1[CH:29]=[CH:30][CH:31]=[CH:32][CH:33]=1. The catalyst class is: 1. (4) Reactant: [OH:1][CH:2]=[C:3]([C:26]([O:28][CH3:29])=[O:27])[O:4][C:5]1[CH:17]=[CH:16][CH:15]=[C:14]([O:18][C:19]([C:22]([O:24][CH3:25])=O)=[CH:20][OH:21])[C:6]=1[C:7]([O:9][C:10]([CH3:13])([CH3:12])[CH3:11])=[O:8].[C:30](=O)([O-])[O-].[K+].[K+].S([O:41][CH3:42])(OC)(=O)=O. The catalyst class is: 9. Product: [CH3:25][O:24][CH:22]=[C:19]([C:20]([O:41][CH3:42])=[O:21])[O:18][C:14]1[CH:15]=[CH:16][CH:17]=[C:5]([O:4][C:3]([C:26]([O:28][CH3:29])=[O:27])=[CH:2][O:1][CH3:30])[C:6]=1[C:7]([O:9][C:10]([CH3:12])([CH3:13])[CH3:11])=[O:8]. (5) Reactant: [Cl-].[N+:2]([C:5]1[CH:10]=[CH:9][C:8](/[CH:11]=[CH:12]/[CH:13]2[CH2:18][CH2:17][NH2+:16][CH2:15][CH2:14]2)=[CH:7][CH:6]=1)([O-:4])=[O:3].Br[CH2:20][CH2:21][C:22]1[CH:27]=[CH:26][C:25]([N+:28]([O-:30])=[O:29])=[CH:24][CH:23]=1.C(N(CC)CC)C. Product: [N+:2]([C:5]1[CH:10]=[CH:9][C:8](/[CH:11]=[CH:12]/[CH:13]2[CH2:14][CH2:15][N:16]([CH2:20][CH2:21][C:22]3[CH:23]=[CH:24][C:25]([N+:28]([O-:30])=[O:29])=[CH:26][CH:27]=3)[CH2:17][CH2:18]2)=[CH:7][CH:6]=1)([O-:4])=[O:3]. The catalyst class is: 384. (6) Reactant: C[O:2][C:3](=[O:23])[CH:4]([C:13]1[CH:18]=[CH:17][CH:16]=[C:15]([S:19]([CH3:22])(=[O:21])=[O:20])[CH:14]=1)[CH2:5][C:6]1[CH:11]=[CH:10][C:9]([F:12])=[CH:8][CH:7]=1.[OH-].[K+]. Product: [F:12][C:9]1[CH:8]=[CH:7][C:6]([CH2:5][CH:4]([C:13]2[CH:18]=[CH:17][CH:16]=[C:15]([S:19]([CH3:22])(=[O:21])=[O:20])[CH:14]=2)[C:3]([OH:23])=[O:2])=[CH:11][CH:10]=1. The catalyst class is: 8. (7) Reactant: [NH:1]1[CH:5]=[CH:4][N:3]=[CH:2]1.[Br:6][CH2:7][CH2:8][CH2:9][CH2:10]Br.[H-].[Na+]. Product: [Br:6][CH2:7][CH2:8][CH2:9][CH2:10][N:1]1[CH:5]=[CH:4][N:3]=[CH:2]1. The catalyst class is: 1. (8) Reactant: [CH3:1][C:2]1[CH:3]=[C:4]([OH:18])[CH:5]=[C:6]([CH3:17])[C:7]=1B1OC(C)(C)C(C)(C)O1.[C:19]([O:23][C:24](=[O:45])[NH:25][C:26]([C:28]1[S:29][C:30]([S:43][CH3:44])=[C:31]([S:33]([C:36]2[CH:41]=[CH:40][CH:39]=[C:38](Br)[CH:37]=2)(=[O:35])=[O:34])[CH:32]=1)=[NH:27])([CH3:22])([CH3:21])[CH3:20].C([O-])([O-])=O.[Na+].[Na+]. Product: [C:19]([O:23][C:24](=[O:45])[NH:25][C:26]([C:28]1[S:29][C:30]([S:43][CH3:44])=[C:31]([S:33]([C:36]2[CH:37]=[C:38]([C:7]3[C:6]([CH3:17])=[CH:5][C:4]([OH:18])=[CH:3][C:2]=3[CH3:1])[CH:39]=[CH:40][CH:41]=2)(=[O:35])=[O:34])[CH:32]=1)=[NH:27])([CH3:22])([CH3:21])[CH3:20]. The catalyst class is: 780. (9) Reactant: [NH:1]1[CH:5]=[C:4]([C:6]2[C:7]3[CH2:15][CH2:14][N:13](C(OC(C)(C)C)=O)[CH2:12][C:8]=3[N:9]=[CH:10][N:11]=2)[CH:3]=[N:2]1.C(O)(C(F)(F)F)=O. Product: [NH3:1].[NH:1]1[CH:5]=[C:4]([C:6]2[C:7]3[CH2:15][CH2:14][NH:13][CH2:12][C:8]=3[N:9]=[CH:10][N:11]=2)[CH:3]=[N:2]1. The catalyst class is: 2.